From a dataset of Reaction yield outcomes from USPTO patents with 853,638 reactions. Predict the reaction yield, written as a fraction of the theoretical maximum amount of product (1.0 means a 100% yield; for example, 0.34 means a 34% yield). (1) The catalyst is C(O)C. The product is [C:1]1([C:7]2[N:8]=[C:9]([CH2:19][NH2:20])[S:10][C:11]=2[S:12][C:13]2[CH:14]=[CH:15][CH:16]=[CH:17][CH:18]=2)[CH:2]=[CH:3][CH:4]=[CH:5][CH:6]=1. The reactants are [C:1]1([C:7]2[N:8]=[C:9]([CH2:19][N:20]3C(=O)C4C(=CC=CC=4)C3=O)[S:10][C:11]=2[S:12][C:13]2[CH:18]=[CH:17][CH:16]=[CH:15][CH:14]=2)[CH:6]=[CH:5][CH:4]=[CH:3][CH:2]=1.O.NN.O. The yield is 0.970. (2) The reactants are O[Li:2].O.[NH2:4][C:5]1[N:14]=[C:13]([Cl:15])[CH:12]=[CH:11][C:6]=1[C:7]([O:9]C)=[O:8]. The catalyst is O.CO. The product is [NH2:4][C:5]1[N:14]=[C:13]([Cl:15])[CH:12]=[CH:11][C:6]=1[C:7]([O-:9])=[O:8].[Li+:2]. The yield is 0.950. (3) The reactants are [CH3:1][CH:2]1[CH2:7][CH2:6][CH:5]([C:8]([N:10]([CH:25]2[CH2:30][CH2:29][N:28]([CH3:31])[CH2:27][CH2:26]2)[C:11]2[CH:15]=[C:14]([C:16]3[CH:21]=[CH:20][CH:19]=[CH:18][CH:17]=3)[S:13][C:12]=2[C:22]([OH:24])=[O:23])=[O:9])[CH2:4][CH2:3]1.C(=O)([O-])[O-].[Cs+].[Cs+].[I-].[Na+].[CH:40]([O:43][C:44](=[O:48])[O:45][CH2:46]Cl)([CH3:42])[CH3:41]. The catalyst is CN(C=O)C. The product is [CH:40]([O:43][C:44]([O:45][CH2:46][O:23][C:22]([C:12]1[S:13][C:14]([C:16]2[CH:21]=[CH:20][CH:19]=[CH:18][CH:17]=2)=[CH:15][C:11]=1[N:10]([C:8]([CH:5]1[CH2:4][CH2:3][CH:2]([CH3:1])[CH2:7][CH2:6]1)=[O:9])[CH:25]1[CH2:26][CH2:27][N:28]([CH3:31])[CH2:29][CH2:30]1)=[O:24])=[O:48])([CH3:42])[CH3:41]. The yield is 0.200. (4) The product is [CH:6]1([CH2:5][C@H:4]([N:12]2[CH2:16][C:15]([O:17][C:18]3[CH:19]=[C:20]([CH3:24])[CH:21]=[CH:22][CH:23]=3)=[CH:14][C:13]2=[O:25])[C:3]([OH:26])=[O:2])[CH2:11][CH2:10][CH2:9][CH2:8][CH2:7]1. The catalyst is O1CCCC1.O. The reactants are C[O:2][C:3](=[O:26])[C@@H:4]([N:12]1[CH2:16][C:15]([O:17][C:18]2[CH:19]=[C:20]([CH3:24])[CH:21]=[CH:22][CH:23]=2)=[CH:14][C:13]1=[O:25])[CH2:5][CH:6]1[CH2:11][CH2:10][CH2:9][CH2:8][CH2:7]1.[OH-].[Li+]. The yield is 0.790. (5) The reactants are [NH2:1][C@@H:2]([CH2:27][C:28]1[CH:33]=[CH:32][CH:31]=[CH:30][CH:29]=1)[C@@H:3]([OH:26])[CH2:4][C@@H:5]([NH:13][C:14]([C@@H:16]([NH:21][C:22](=[O:25])[O:23][CH3:24])[C:17]([CH3:20])([CH3:19])[CH3:18])=[O:15])[CH2:6][C:7]1[CH:12]=[CH:11][CH:10]=[CH:9][CH:8]=1.FC(F)(F)C(O)=O.[CH3:41][C@@H:42]([CH2:65][CH3:66])[C@H:43]([N:47]1[CH2:51][CH2:50][N:49]([CH2:52][C:53]2[N:54]=[C:55]([C:58]3[CH:63]=[CH:62][CH:61]=[CH:60][N:59]=3)[S:56][CH:57]=2)[C:48]1=[O:64])[C:44](O)=[O:45].CCN=C=NCCCN(C)C.C1C=CC2N(O)N=NC=2C=1.CN1CCOCC1. The catalyst is CN(C=O)C. The product is [CH2:6]([C@H:5]([NH:13][C:14]([C@@H:16]([NH:21][C:22](=[O:25])[O:23][CH3:24])[C:17]([CH3:20])([CH3:19])[CH3:18])=[O:15])[CH2:4][C@H:3]([OH:26])[C@@H:2]([NH:1][C:44](=[O:45])[C@@H:43]([N:47]1[CH2:51][CH2:50][N:49]([CH2:52][C:53]2[N:54]=[C:55]([C:58]3[CH:63]=[CH:62][CH:61]=[CH:60][N:59]=3)[S:56][CH:57]=2)[C:48]1=[O:64])[CH:42]([CH3:41])[CH2:65][CH3:66])[CH2:27][C:28]1[CH:29]=[CH:30][CH:31]=[CH:32][CH:33]=1)[C:7]1[CH:12]=[CH:11][CH:10]=[CH:9][CH:8]=1. The yield is 0.630. (6) The reactants are [Cl:1][C:2]1[CH:19]=[CH:18][C:17]([Cl:20])=[CH:16][C:3]=1[CH2:4][N:5]1[CH2:10][CH2:9][NH:8][C:7]2[N:11]=[CH:12][C:13](I)=[CH:14][C:6]1=2.[CH3:21][O:22][C:23]1[N:28]=[CH:27][C:26](B(O)O)=[CH:25][N:24]=1. No catalyst specified. The product is [Cl:1][C:2]1[CH:19]=[CH:18][C:17]([Cl:20])=[CH:16][C:3]=1[CH2:4][N:5]1[CH2:10][CH2:9][NH:8][C:7]2[N:11]=[CH:12][C:13]([C:26]3[CH:25]=[N:24][C:23]([O:22][CH3:21])=[N:28][CH:27]=3)=[CH:14][C:6]1=2. The yield is 0.420. (7) The reactants are [N:1]1[CH:6]=[CH:5][CH:4]=[C:3]([N:7]=[C:8]=S)[CH:2]=1.[NH2:10][C:11]1[CH:16]=[CH:15][CH:14]=[CH:13][C:12]=1[OH:17].C(N(CC)CC)C. The catalyst is O1CCCC1.S([O-])([O-])(=O)=O.[Cu+2]. The product is [N:1]1[CH:6]=[CH:5][CH:4]=[C:3]([NH:7][C:8]2[O:17][C:12]3[CH:13]=[CH:14][CH:15]=[CH:16][C:11]=3[N:10]=2)[CH:2]=1. The yield is 0.710.